From a dataset of Full USPTO retrosynthesis dataset with 1.9M reactions from patents (1976-2016). Predict the reactants needed to synthesize the given product. (1) Given the product [Br:1][C:2]1[CH:11]=[C:10]2[C:5]([CH:6]=[CH:7][NH:8][C:9]2=[O:16])=[CH:4][C:3]=1[F:13], predict the reactants needed to synthesize it. The reactants are: [Br:1][C:2]1[CH:11]=[C:10]2[C:5]([CH:6]=[CH:7][N:8]=[C:9]2Cl)=[CH:4][C:3]=1[F:13].C([O-])(=[O:16])C.[NH4+]. (2) Given the product [ClH:48].[NH2:40][C@H:10]([CH2:9][C:4]1[CH:5]=[CH:6][C:7]([F:8])=[C:2]([F:1])[CH:3]=1)[C:11]([N:13]1[CH2:14][CH2:15][CH:16]([N:19]2[N:28]=[C:27]([C:29]3[CH:34]=[CH:33][C:32]([O:35][CH3:36])=[C:31]([O:37][CH3:38])[CH:30]=3)[C@@H:26]3[C@@H:21]([CH2:22][CH2:23][CH2:24][CH2:25]3)[C:20]2=[O:39])[CH2:17][CH2:18]1)=[O:12], predict the reactants needed to synthesize it. The reactants are: [F:1][C:2]1[CH:3]=[C:4]([CH2:9][C@@H:10]([NH:40]C(=O)OC(C)(C)C)[C:11]([N:13]2[CH2:18][CH2:17][CH:16]([N:19]3[N:28]=[C:27]([C:29]4[CH:34]=[CH:33][C:32]([O:35][CH3:36])=[C:31]([O:37][CH3:38])[CH:30]=4)[C@@H:26]4[C@@H:21]([CH2:22][CH2:23][CH2:24][CH2:25]4)[C:20]3=[O:39])[CH2:15][CH2:14]2)=[O:12])[CH:5]=[CH:6][C:7]=1[F:8].[ClH:48].C(OCC)C. (3) Given the product [CH3:15][N:16]1[CH:7]=[CH:6][C:5]2[C:10](=[CH:11][CH:12]=[CH:13][C:4]=2[N+:1]([O-:3])=[O:2])[C:9]1=[O:8], predict the reactants needed to synthesize it. The reactants are: [N+:1]([C:4]1[CH:13]=[CH:12][CH:11]=[C:10]2[C:5]=1[CH:6]=[CH:7][O:8][C:9]2=O)([O-:3])=[O:2].[CH3:15][NH2:16].CO. (4) Given the product [CH2:2]([S:4][CH2:5][C:6]1[CH:7]=[CH:8][C:9]([C@@H:12]([O:16][C:17]2[CH:18]=[C:19]3[C:23](=[CH:24][CH:25]=2)[N:22]([C:26]2[CH:27]=[CH:28][C:29]([F:32])=[CH:30][CH:31]=2)[N:21]=[CH:20]3)[C@@H:13]([NH:15][C:37](=[O:36])[CH2:38][OH:39])[CH3:14])=[CH:10][CH:11]=1)[CH3:3], predict the reactants needed to synthesize it. The reactants are: Cl.[CH2:2]([S:4][CH2:5][C:6]1[CH:11]=[CH:10][C:9]([C@@H:12]([O:16][C:17]2[CH:18]=[C:19]3[C:23](=[CH:24][CH:25]=2)[N:22]([C:26]2[CH:31]=[CH:30][C:29]([F:32])=[CH:28][CH:27]=2)[N:21]=[CH:20]3)[C@@H:13]([NH2:15])[CH3:14])=[CH:8][CH:7]=1)[CH3:3].C([O:36][CH2:37][C:38](Cl)=[O:39])(=O)C. (5) Given the product [C:24]([C:23]1[CH:26]=[CH:27][C:20]([NH:19][C:14]([C:13]([NH:12][C:4]2[CH:5]=[CH:6][C:7]([C:8]([NH:9][CH3:10])=[O:11])=[C:2]([F:1])[CH:3]=2)([CH3:18])[CH3:17])=[O:16])=[CH:21][C:22]=1[C:28]([F:29])([F:30])[F:31])#[N:25], predict the reactants needed to synthesize it. The reactants are: [F:1][C:2]1[CH:3]=[C:4]([NH:12][C:13]([CH3:18])([CH3:17])[C:14]([OH:16])=O)[CH:5]=[CH:6][C:7]=1[C:8](=[O:11])[NH:9][CH3:10].[NH2:19][C:20]1[CH:27]=[CH:26][C:23]([C:24]#[N:25])=[C:22]([C:28]([F:31])([F:30])[F:29])[CH:21]=1.O.